This data is from Catalyst prediction with 721,799 reactions and 888 catalyst types from USPTO. The task is: Predict which catalyst facilitates the given reaction. (1) Reactant: [CH2:1]1[C:9]2[C:4](=[CH:5][C:6]([C:10]([O:12]C)=[O:11])=[CH:7][CH:8]=2)[CH2:3][NH:2]1.Cl[C:15]1[N:20]=[C:19](Cl)[N:18]=[C:17]([CH3:22])[N:16]=1.C([N:26](C(C)C)CC)(C)C.[OH-].[NH4+]. Product: [NH2:26][C:19]1[N:18]=[C:17]([CH3:22])[N:16]=[C:15]([N:2]2[CH2:3][C:4]3[C:9](=[CH:8][CH:7]=[C:6]([C:10]([OH:12])=[O:11])[CH:5]=3)[CH2:1]2)[N:20]=1. The catalyst class is: 10. (2) Reactant: [CH:1]1C=CC=CC=1.[Cl:7][C:8]1[CH:9]=[C:10]2[C:15](=[CH:16][CH:17]=1)[CH:14]=[C:13]([S:18]([N:21]1[CH2:26][CH2:25][N:24]([C:27](=[O:40])[C:28]3[CH:33]=[CH:32][C:31]([C:34]4[CH:39]=[CH:38][N:37]=[CH:36][CH:35]=4)=[CH:30][CH:29]=3)[CH2:23][CH2:22]1)(=[O:20])=[O:19])[CH:12]=[CH:11]2.C[I:42]. Product: [I-:42].[Cl:7][C:8]1[CH:9]=[C:10]2[C:15](=[CH:16][CH:17]=1)[CH:14]=[C:13]([S:18]([N:21]1[CH2:26][CH2:25][N:24]([C:27]([C:28]3[CH:29]=[CH:30][C:31]([C:34]4[CH:39]=[CH:38][N+:37]([CH3:1])=[CH:36][CH:35]=4)=[CH:32][CH:33]=3)=[O:40])[CH2:23][CH2:22]1)(=[O:20])=[O:19])[CH:12]=[CH:11]2. The catalyst class is: 5. (3) Reactant: [Cl:1][C:2]1[CH:7]=[C:6]([C:8]([CH3:11])([CH3:10])[CH3:9])[CH:5]=[CH:4][N:3]=1.C1C=C(Cl)C=C(C(OO)=[O:20])C=1.S(=O)(O)[O-].[Na+]. Product: [Cl:1][C:2]1[CH:7]=[C:6]([C:8]([CH3:11])([CH3:10])[CH3:9])[CH:5]=[CH:4][N+:3]=1[O-:20]. The catalyst class is: 22. (4) Reactant: [Cl:1][C:2]1[C:10]([O:11][CH2:12][CH2:13][CH2:14]Cl)=[CH:9][C:8]([C:16]2[N:17]([C:32]([O:34][C:35]([CH3:38])([CH3:37])[CH3:36])=[O:33])[C:18]3[C:23]([CH:24]=2)=[CH:22][C:21]([CH2:25][N:26]2[CH2:31][CH2:30][CH2:29][CH2:28][CH2:27]2)=[CH:20][CH:19]=3)=[C:7]2[C:3]=1[CH2:4][NH:5][C:6]2=[O:39].[NH2:40][C:41]([CH3:45])([CH3:44])[CH2:42][OH:43].O. Product: [Cl:1][C:2]1[C:10]([O:11][CH2:12][CH2:13][CH2:14][NH:40][C:41]([CH3:45])([CH3:44])[CH2:42][OH:43])=[CH:9][C:8]([C:16]2[N:17]([C:32]([O:34][C:35]([CH3:38])([CH3:37])[CH3:36])=[O:33])[C:18]3[C:23]([CH:24]=2)=[CH:22][C:21]([CH2:25][N:26]2[CH2:31][CH2:30][CH2:29][CH2:28][CH2:27]2)=[CH:20][CH:19]=3)=[C:7]2[C:3]=1[CH2:4][NH:5][C:6]2=[O:39]. The catalyst class is: 80.